From a dataset of Catalyst prediction with 721,799 reactions and 888 catalyst types from USPTO. Predict which catalyst facilitates the given reaction. (1) Reactant: [Cl:1][C:2]1[CH:3]=[C:4]([NH:11][CH:12]=[O:13])[CH:5]=[C:6]([NH:8][CH:9]=[O:10])[CH:7]=1.[H-].[Na+].Br[CH:17]([C:19](=[O:21])[CH3:20])[CH3:18]. Product: [Cl:1][C:2]1[CH:3]=[C:4]([NH:11][CH:12]=[O:13])[CH:5]=[C:6]([N:8]([CH:9]=[O:10])[CH:17]([CH3:18])[C:19](=[O:21])[CH3:20])[CH:7]=1. The catalyst class is: 42. (2) Reactant: [CH2:1]1[S:5][C@@H:4]([CH2:6][OH:7])[O:3][C@H:2]1[N:8]1[C:13](=[O:14])[N:12]=[C:11]([NH2:15])[C:10]([F:16])=[CH:9]1.CC#N.C([O-])(=O)CCC.C[O-].[Na+]. Product: [CH2:1]1[S:5][C@H:4]([CH2:6][OH:7])[O:3][C@@H:2]1[N:8]1[C:13](=[O:14])[N:12]=[C:11]([NH2:15])[C:10]([F:16])=[CH:9]1. The catalyst class is: 5. (3) Reactant: [Br:1][C:2]1[C:10]2[C:5](=[N:6][CH:7]=[C:8]([CH2:11][NH:12][C:13](=[O:19])[O:14][C:15]([CH3:18])([CH3:17])[CH3:16])[N:9]=2)[NH:4][CH:3]=1.[H-].[Na+].[S:22](Cl)([C:25]1[CH:31]=[CH:30][C:28]([CH3:29])=[CH:27][CH:26]=1)(=[O:24])=[O:23]. Product: [Br:1][C:2]1[C:10]2[C:5](=[N:6][CH:7]=[C:8]([CH2:11][NH:12][C:13](=[O:19])[O:14][C:15]([CH3:16])([CH3:18])[CH3:17])[N:9]=2)[N:4]([S:22]([C:25]2[CH:31]=[CH:30][C:28]([CH3:29])=[CH:27][CH:26]=2)(=[O:24])=[O:23])[CH:3]=1. The catalyst class is: 3. (4) Reactant: O.[ClH:2].[C:3]([N:11]1[CH2:16][CH2:15][CH2:14][C:13]([CH2:25][CH2:26][CH2:27][N:28]2[CH2:33][CH2:32][C:31]([CH2:36][C:37]3[CH:42]=[CH:41][CH:40]=[CH:39][CH:38]=3)([C:34]#[N:35])[CH2:30][CH2:29]2)([C:17]2[CH:22]=[CH:21][C:20]([Cl:23])=[C:19]([Cl:24])[CH:18]=2)[CH2:12]1)(=[O:10])[C:4]1[CH:9]=[CH:8][CH:7]=[CH:6][CH:5]=1.Cl. Product: [OH2:10].[ClH:23].[ClH:2].[NH2:35][CH2:34][C:31]1([CH2:36][C:37]2[CH:38]=[CH:39][CH:40]=[CH:41][CH:42]=2)[CH2:32][CH2:33][N:28]([CH2:27][CH2:26][CH2:25][C:13]2([C:17]3[CH:22]=[CH:21][C:20]([Cl:23])=[C:19]([Cl:24])[CH:18]=3)[CH2:14][CH2:15][CH2:16][N:11]([C:3](=[O:10])[C:4]3[CH:9]=[CH:8][CH:7]=[CH:6][CH:5]=3)[CH2:12]2)[CH2:29][CH2:30]1.[NH2:35][CH2:34][C:31]1([CH2:36][C:37]2[CH:38]=[CH:39][CH:40]=[CH:41][CH:42]=2)[CH2:32][CH2:33][N:28]([CH2:27][CH2:26][CH2:25][C:13]2([C:17]3[CH:22]=[CH:21][C:20]([Cl:23])=[C:19]([Cl:24])[CH:18]=3)[CH2:14][CH2:15][CH2:16][N:11]([C:3](=[O:10])[C:4]3[CH:9]=[CH:8][CH:7]=[CH:6][CH:5]=3)[CH2:12]2)[CH2:29][CH2:30]1.[ClH:23].[ClH:23]. The catalyst class is: 319.